From a dataset of Reaction yield outcomes from USPTO patents with 853,638 reactions. Predict the reaction yield, written as a fraction of the theoretical maximum amount of product (1.0 means a 100% yield; for example, 0.34 means a 34% yield). (1) The reactants are [N+:1]([C:4]1[CH:5]=[C:6]([O:13][CH:14]2[CH:19]3[CH2:20][CH2:21][N:16]([CH2:17][CH2:18]3)[CH2:15]2)[C:7]2[O:11][CH:10]=[CH:9][C:8]=2[CH:12]=1)([O-])=O.C1COCC1.NN. The catalyst is C(O)C.[Ni]. The product is [N:16]12[CH2:21][CH2:20][CH:19]([CH2:18][CH2:17]1)[CH:14]([O:13][C:6]1[C:7]3[O:11][CH:10]=[CH:9][C:8]=3[CH:12]=[C:4]([NH2:1])[CH:5]=1)[CH2:15]2. The yield is 0.400. (2) The reactants are [C:1]1([CH:8]=[CH:7][CH:6]=[C:4]([OH:5])[CH:3]=1)[OH:2].[OH:9][C:10]1[CH:15]=[CH:14][C:13]([CH2:16][C:17](O)=[O:18])=[CH:12][CH:11]=1.B(F)(F)F.CCOCC.C([O-])(=O)C.[Na+]. The catalyst is C1(C)C=CC=CC=1. The product is [OH:2][C:1]1[CH:3]=[C:4]([OH:5])[CH:6]=[CH:7][C:8]=1[C:17](=[O:18])[CH2:16][C:13]1[CH:14]=[CH:15][C:10]([OH:9])=[CH:11][CH:12]=1. The yield is 0.870. (3) The reactants are [Cl:1][C:2]1[CH:7]=[C:6]([CH2:8]I)[CH:5]=[CH:4][C:3]=1[C:10]1[N:14]=[C:13]([C:15]2[N:16]=[C:17]3[C:22]([Cl:23])=[CH:21][C:20]([C:24]([F:27])([F:26])[F:25])=[CH:19][N:18]3[CH:28]=2)[O:12][N:11]=1.[C-:29]#[N:30].[Na+].C(Cl)Cl.CCOC(C)=O.CCCCCC. The catalyst is C(Cl)Cl.O. The product is [Cl:1][C:2]1[CH:7]=[C:6]([CH2:8][C:29]#[N:30])[CH:5]=[CH:4][C:3]=1[C:10]1[N:14]=[C:13]([C:15]2[N:16]=[C:17]3[C:22]([Cl:23])=[CH:21][C:20]([C:24]([F:27])([F:26])[F:25])=[CH:19][N:18]3[CH:28]=2)[O:12][N:11]=1. The yield is 0.430.